From a dataset of Catalyst prediction with 721,799 reactions and 888 catalyst types from USPTO. Predict which catalyst facilitates the given reaction. (1) Product: [CH3:1][O:2][C:3]([C@@H:5]1[CH2:10][CH2:9][C@@H:8]([N:13]=[N+:14]=[N-:15])[C@H:7]([OH:12])[CH2:6]1)=[O:4]. Reactant: [CH3:1][O:2][C:3]([C@@H:5]1[CH2:10][CH2:9][C@H:8](Br)[C@H:7]([OH:12])[CH2:6]1)=[O:4].[N-:13]=[N+:14]=[N-:15].[Na+]. The catalyst class is: 3. (2) Reactant: [F:1][C:2]1[CH:3]=[N:4][C:5]2[C:10]([C:11]=1[CH2:12][CH2:13][N:14]1[CH2:19][CH:18]3[CH:16]([CH:17]3[NH2:20])[CH2:15]1)=[N:9][C:8]([O:21][CH3:22])=[CH:7][CH:6]=2.[O:23]=[C:24]1[NH:29][C:28]2[N:30]=[C:31]([CH:34]=O)[CH:32]=[CH:33][C:27]=2[S:26][CH2:25]1.[BH4-].[Na+]. Product: [F:1][C:2]1[CH:3]=[N:4][C:5]2[C:10]([C:11]=1[CH2:12][CH2:13][N:14]1[CH2:19][CH:18]3[CH:16]([CH:17]3[NH:20][CH2:34][C:31]3[CH:32]=[CH:33][C:27]4[S:26][CH2:25][C:24](=[O:23])[NH:29][C:28]=4[N:30]=3)[CH2:15]1)=[N:9][C:8]([O:21][CH3:22])=[CH:7][CH:6]=2. The catalyst class is: 497.